From a dataset of NCI-60 drug combinations with 297,098 pairs across 59 cell lines. Regression. Given two drug SMILES strings and cell line genomic features, predict the synergy score measuring deviation from expected non-interaction effect. (1) Drug 1: CN(C)N=NC1=C(NC=N1)C(=O)N. Drug 2: B(C(CC(C)C)NC(=O)C(CC1=CC=CC=C1)NC(=O)C2=NC=CN=C2)(O)O. Cell line: OVCAR3. Synergy scores: CSS=5.84, Synergy_ZIP=-2.52, Synergy_Bliss=-4.54, Synergy_Loewe=-7.75, Synergy_HSA=-4.75. (2) Drug 1: C1=CC(=CC=C1CCCC(=O)O)N(CCCl)CCCl. Drug 2: CC=C1C(=O)NC(C(=O)OC2CC(=O)NC(C(=O)NC(CSSCCC=C2)C(=O)N1)C(C)C)C(C)C. Cell line: U251. Synergy scores: CSS=77.3, Synergy_ZIP=-4.76, Synergy_Bliss=-5.74, Synergy_Loewe=-5.43, Synergy_HSA=-2.49. (3) Drug 1: CCCCCOC(=O)NC1=NC(=O)N(C=C1F)C2C(C(C(O2)C)O)O. Drug 2: C(CC(=O)O)C(=O)CN.Cl. Cell line: RPMI-8226. Synergy scores: CSS=18.5, Synergy_ZIP=-1.08, Synergy_Bliss=7.21, Synergy_Loewe=-4.68, Synergy_HSA=0.218. (4) Drug 1: COC1=CC(=CC(=C1O)OC)C2C3C(COC3=O)C(C4=CC5=C(C=C24)OCO5)OC6C(C(C7C(O6)COC(O7)C8=CC=CS8)O)O. Drug 2: CCN(CC)CCNC(=O)C1=C(NC(=C1C)C=C2C3=C(C=CC(=C3)F)NC2=O)C. Cell line: NCI-H460. Synergy scores: CSS=43.4, Synergy_ZIP=2.96, Synergy_Bliss=2.73, Synergy_Loewe=-15.9, Synergy_HSA=1.61. (5) Drug 1: CN1C2=C(C=C(C=C2)N(CCCl)CCCl)N=C1CCCC(=O)O.Cl. Drug 2: CC(C)(C#N)C1=CC(=CC(=C1)CN2C=NC=N2)C(C)(C)C#N. Cell line: SW-620. Synergy scores: CSS=-7.35, Synergy_ZIP=2.62, Synergy_Bliss=-3.39, Synergy_Loewe=-14.4, Synergy_HSA=-12.6. (6) Drug 1: CC(C1=C(C=CC(=C1Cl)F)Cl)OC2=C(N=CC(=C2)C3=CN(N=C3)C4CCNCC4)N. Drug 2: C1CC(C1)(C(=O)O)C(=O)O.[NH2-].[NH2-].[Pt+2]. Cell line: DU-145. Synergy scores: CSS=35.9, Synergy_ZIP=0.830, Synergy_Bliss=4.90, Synergy_Loewe=2.96, Synergy_HSA=3.74.